Predict the reactants needed to synthesize the given product. From a dataset of Full USPTO retrosynthesis dataset with 1.9M reactions from patents (1976-2016). (1) Given the product [CH3:25][C@@H:26]1[N:31]([CH2:2][C:3]2[N:7]([C:8]3[CH:13]=[CH:12][C:11]([C:14]([F:17])([F:16])[F:15])=[CH:10][CH:9]=3)[N:6]=[N:5][N:4]=2)[CH2:30][CH2:29][NH:28][C:27]1=[O:32], predict the reactants needed to synthesize it. The reactants are: Cl[CH2:2][C:3]1[N:7]([C:8]2[CH:13]=[CH:12][C:11]([C:14]([F:17])([F:16])[F:15])=[CH:10][CH:9]=2)[N:6]=[N:5][N:4]=1.C(N(CC)CC)C.[CH3:25][C@@H:26]1[NH:31][CH2:30][CH2:29][NH:28][C:27]1=[O:32]. (2) Given the product [F:36][C:33]([F:34])([F:35])[C:30]1[CH:31]=[CH:32][C:27](/[CH:26]=[CH:25]/[C:22]2[O:23][CH:24]=[C:20]([CH2:19][O:15][C:11]3[CH:10]=[C:9]([CH2:8][CH2:7][CH2:6][N:1]4[CH:5]=[CH:4][N:3]=[N:2]4)[CH:14]=[CH:13][CH:12]=3)[N:21]=2)=[CH:28][CH:29]=1, predict the reactants needed to synthesize it. The reactants are: [N:1]1([CH2:6][CH2:7][CH2:8][C:9]2[CH:10]=[C:11]([OH:15])[CH:12]=[CH:13][CH:14]=2)[CH:5]=[CH:4][N:3]=[N:2]1.[H-].[Na+].Cl[CH2:19][C:20]1[N:21]=[C:22](/[CH:25]=[CH:26]/[C:27]2[CH:32]=[CH:31][C:30]([C:33]([F:36])([F:35])[F:34])=[CH:29][CH:28]=2)[O:23][CH:24]=1.